This data is from Reaction yield outcomes from USPTO patents with 853,638 reactions. The task is: Predict the reaction yield, written as a fraction of the theoretical maximum amount of product (1.0 means a 100% yield; for example, 0.34 means a 34% yield). The reactants are N1C=CN=C1.C1(P(C2C=CC=CC=2)C2C=CC=CC=2)C=CC=CC=1.[I:25]I.[C:27]([O:31][C:32](=[O:65])[N:33]([C:41]1[C:42]([CH3:64])([CH3:63])[S:43](=[O:62])(=[O:61])[CH2:44][C@:45]([C:48]2[CH:53]=[C:52]([N+:54]([O-:56])=[O:55])[CH:51]=[CH:50][C:49]=2[CH2:57][CH2:58][CH2:59]O)([CH3:47])[N:46]=1)[C:34]([O:36]C(C)(C)C)=[O:35])([CH3:30])([CH3:29])[CH3:28]. The catalyst is C(Cl)Cl. The product is [C:27]([O:31][C:32](=[O:65])[NH:33][C:41]1[C:42]([CH3:64])([CH3:63])[S:43](=[O:62])(=[O:61])[CH2:44][C@:45]([C:48]2[CH:53]=[C:52]([N+:54]([O-:56])=[O:55])[CH:51]=[CH:50][C:49]=2[CH2:57][CH2:58][CH2:59][I:25])([CH3:47])[N:46]=1)([CH3:30])([CH3:29])[CH3:28].[C:27]([O:31][C:32]([NH:33][C:34](=[O:35])[O-:36])=[O:65])([CH3:30])([CH3:28])[CH3:29]. The yield is 0.810.